This data is from Ames mutagenicity test results for genotoxicity prediction. The task is: Regression/Classification. Given a drug SMILES string, predict its toxicity properties. Task type varies by dataset: regression for continuous values (e.g., LD50, hERG inhibition percentage) or binary classification for toxic/non-toxic outcomes (e.g., AMES mutagenicity, cardiotoxicity, hepatotoxicity). Dataset: ames. (1) The drug is Cc1ccc([N+](=O)[O-])c([N+](=O)[O-])c1. The result is 1 (mutagenic). (2) The compound is C=C(C)C1Cc2c(ccc3c2OC2COc4cc(OC)c(OC)cc4C2C3=O)O1. The result is 0 (non-mutagenic). (3) The molecule is Cc1nc2ccc3ccc4ccc(O)cc4c3c2n1C. The result is 1 (mutagenic). (4) The compound is O=S(O)c1ccc(Cl)cc1. The result is 0 (non-mutagenic). (5) The molecule is O=[N+]([O-])c1ccccc1Br. The result is 1 (mutagenic). (6) The molecule is [O-][N+](O)=C(Cl)Cl. The result is 1 (mutagenic). (7) The compound is C#C[C@@](OC(=O)NC1CCCCC1)(c1ccccc1)c1ccc(C)c(C)c1. The result is 1 (mutagenic). (8) The molecule is NC(=O)c1cccc([N+](=O)[O-])c1. The result is 1 (mutagenic). (9) The drug is CC1(CO)C(O)CCC2(C)C1CCC1CC3CC12CCC3(O)CO. The result is 0 (non-mutagenic).